This data is from Forward reaction prediction with 1.9M reactions from USPTO patents (1976-2016). The task is: Predict the product of the given reaction. (1) Given the reactants [C:1]12([C:11]3[CH:27]=[CH:26][C:14]([O:15][CH2:16][C:17]([N:19]4[CH2:24][CH2:23][N:22]([CH3:25])[CH2:21][CH2:20]4)=[O:18])=[CH:13][CH:12]=3)[CH2:10][CH:5]3[CH2:6][CH:7]([CH2:9][CH:3]([CH2:4]3)[CH2:2]1)[CH2:8]2.[CH3:28][S:29]([OH:32])(=[O:31])=[O:30], predict the reaction product. The product is: [CH3:28][S:29]([O-:32])(=[O:31])=[O:30].[C:1]12([C:11]3[CH:27]=[CH:26][C:14]([O:15][CH2:16][C:17]([N:19]4[CH2:24][CH2:23][NH+:22]([CH3:25])[CH2:21][CH2:20]4)=[O:18])=[CH:13][CH:12]=3)[CH2:10][CH:5]3[CH2:6][CH:7]([CH2:9][CH:3]([CH2:4]3)[CH2:2]1)[CH2:8]2. (2) Given the reactants C(N(CC)CC)C.[OH:8][CH2:9][CH2:10][N:11]1[CH:15]=[C:14]([I:16])[CH:13]=[C:12]1[CH:17]=[O:18].[CH3:19][C:20]1[CH:25]=[CH:24][C:23]([S:26](Cl)(=[O:28])=[O:27])=[CH:22][CH:21]=1.O, predict the reaction product. The product is: [CH3:19][C:20]1[CH:25]=[CH:24][C:23]([S:26]([O:8][CH2:9][CH2:10][N:11]2[CH:15]=[C:14]([I:16])[CH:13]=[C:12]2[CH:17]=[O:18])(=[O:28])=[O:27])=[CH:22][CH:21]=1.